Task: Regression. Given two drug SMILES strings and cell line genomic features, predict the synergy score measuring deviation from expected non-interaction effect.. Dataset: NCI-60 drug combinations with 297,098 pairs across 59 cell lines (1) Drug 1: C1CCC(C1)C(CC#N)N2C=C(C=N2)C3=C4C=CNC4=NC=N3. Drug 2: CNC(=O)C1=CC=CC=C1SC2=CC3=C(C=C2)C(=NN3)C=CC4=CC=CC=N4. Cell line: OVCAR3. Synergy scores: CSS=-1.17, Synergy_ZIP=4.60, Synergy_Bliss=5.61, Synergy_Loewe=2.27, Synergy_HSA=-0.168. (2) Drug 1: CN1C(=O)N2C=NC(=C2N=N1)C(=O)N. Drug 2: C#CCC(CC1=CN=C2C(=N1)C(=NC(=N2)N)N)C3=CC=C(C=C3)C(=O)NC(CCC(=O)O)C(=O)O. Cell line: HCC-2998. Synergy scores: CSS=42.9, Synergy_ZIP=8.79, Synergy_Bliss=6.61, Synergy_Loewe=-22.7, Synergy_HSA=-1.44. (3) Drug 1: CC1=C(N=C(N=C1N)C(CC(=O)N)NCC(C(=O)N)N)C(=O)NC(C(C2=CN=CN2)OC3C(C(C(C(O3)CO)O)O)OC4C(C(C(C(O4)CO)O)OC(=O)N)O)C(=O)NC(C)C(C(C)C(=O)NC(C(C)O)C(=O)NCCC5=NC(=CS5)C6=NC(=CS6)C(=O)NCCC[S+](C)C)O. Drug 2: CC(C)NC(=O)C1=CC=C(C=C1)CNNC.Cl. Cell line: SR. Synergy scores: CSS=52.3, Synergy_ZIP=-0.260, Synergy_Bliss=-0.806, Synergy_Loewe=-3.94, Synergy_HSA=-0.929. (4) Cell line: MOLT-4. Drug 2: C1CN1P(=S)(N2CC2)N3CC3. Synergy scores: CSS=88.5, Synergy_ZIP=3.11, Synergy_Bliss=3.13, Synergy_Loewe=3.23, Synergy_HSA=4.47. Drug 1: CC1C(C(=O)NC(C(=O)N2CCCC2C(=O)N(CC(=O)N(C(C(=O)O1)C(C)C)C)C)C(C)C)NC(=O)C3=C4C(=C(C=C3)C)OC5=C(C(=O)C(=C(C5=N4)C(=O)NC6C(OC(=O)C(N(C(=O)CN(C(=O)C7CCCN7C(=O)C(NC6=O)C(C)C)C)C)C(C)C)C)N)C. (5) Drug 1: CC1C(C(=O)NC(C(=O)N2CCCC2C(=O)N(CC(=O)N(C(C(=O)O1)C(C)C)C)C)C(C)C)NC(=O)C3=C4C(=C(C=C3)C)OC5=C(C(=O)C(=C(C5=N4)C(=O)NC6C(OC(=O)C(N(C(=O)CN(C(=O)C7CCCN7C(=O)C(NC6=O)C(C)C)C)C)C(C)C)C)N)C. Drug 2: CC1=CC=C(C=C1)C2=CC(=NN2C3=CC=C(C=C3)S(=O)(=O)N)C(F)(F)F. Cell line: NCIH23. Synergy scores: CSS=38.8, Synergy_ZIP=8.45, Synergy_Bliss=9.09, Synergy_Loewe=-5.68, Synergy_HSA=9.46. (6) Drug 1: CN(C)C1=NC(=NC(=N1)N(C)C)N(C)C. Drug 2: C1C(C(OC1N2C=NC3=C2NC=NCC3O)CO)O. Cell line: HL-60(TB). Synergy scores: CSS=-5.68, Synergy_ZIP=0.976, Synergy_Bliss=-1.95, Synergy_Loewe=-3.53, Synergy_HSA=-5.54. (7) Drug 1: CCCCC(=O)OCC(=O)C1(CC(C2=C(C1)C(=C3C(=C2O)C(=O)C4=C(C3=O)C=CC=C4OC)O)OC5CC(C(C(O5)C)O)NC(=O)C(F)(F)F)O. Drug 2: C1CN(P(=O)(OC1)NCCCl)CCCl. Cell line: UACC62. Synergy scores: CSS=67.9, Synergy_ZIP=2.17, Synergy_Bliss=2.12, Synergy_Loewe=-32.3, Synergy_HSA=1.95. (8) Drug 1: CC1CCC2CC(C(=CC=CC=CC(CC(C(=O)C(C(C(=CC(C(=O)CC(OC(=O)C3CCCCN3C(=O)C(=O)C1(O2)O)C(C)CC4CCC(C(C4)OC)OCCO)C)C)O)OC)C)C)C)OC. Drug 2: CC12CCC3C(C1CCC2OP(=O)(O)O)CCC4=C3C=CC(=C4)OC(=O)N(CCCl)CCCl.[Na+]. Cell line: CAKI-1. Synergy scores: CSS=16.0, Synergy_ZIP=-3.66, Synergy_Bliss=-0.786, Synergy_Loewe=-26.2, Synergy_HSA=0.200.